This data is from Forward reaction prediction with 1.9M reactions from USPTO patents (1976-2016). The task is: Predict the product of the given reaction. Given the reactants COC.[CH2:4](O)[CH3:5].COC.[C:10]1([C:12](=[CH:14][C:15](=[C:17]([CH:19]=1)[CH3:18])[CH3:16])[CH3:13])[CH3:11], predict the reaction product. The product is: [CH3:18][C:17]1[CH:19]=[CH:10][C:12]([CH3:13])=[C:14]([CH3:15])[C:4]=1[CH3:5].[C:10]1([C:12](=[CH:14][C:15](=[C:17]([CH:19]=1)[CH3:18])[CH3:16])[CH3:13])[CH3:11].